Predict the product of the given reaction. From a dataset of Forward reaction prediction with 1.9M reactions from USPTO patents (1976-2016). (1) Given the reactants O[N:2]=[C:3]([C:9](=[O:11])[CH3:10])[C:4]([O:6][CH2:7][CH3:8])=[O:5].[C:12](OC(=O)C)(=[O:14])[CH3:13], predict the reaction product. The product is: [C:12]([NH:2][CH:3]([C:9](=[O:11])[CH3:10])[C:4]([O:6][CH2:7][CH3:8])=[O:5])(=[O:14])[CH3:13]. (2) Given the reactants [CH3:1][O:2][C:3]1[CH:8]=[CH:7][C:6](B(O)O)=[CH:5][CH:4]=1.Br[C:13]1[CH:18]=[CH:17][CH:16]=[CH:15][C:14]=1[CH2:19][NH:20][S:21]([C:24]1[CH:29]=[CH:28][CH:27]=[CH:26][C:25]=1[O:30][CH3:31])(=[O:23])=[O:22].C([O-])([O-])=O.[Na+].[Na+], predict the reaction product. The product is: [CH3:1][O:2][C:3]1[CH:8]=[CH:7][C:6]([C:13]2[CH:18]=[CH:17][CH:16]=[CH:15][C:14]=2[CH2:19][NH:20][S:21]([C:24]2[CH:29]=[CH:28][CH:27]=[CH:26][C:25]=2[O:30][CH3:31])(=[O:23])=[O:22])=[CH:5][CH:4]=1. (3) Given the reactants C(OC(=O)[NH:7][C:8]12[CH2:12][C:10]([C:13]([CH3:16])([CH3:15])[CH3:14])([CH2:11]1)[CH2:9]2)(C)(C)C.[ClH:18], predict the reaction product. The product is: [Cl-:18].[C:13]([C:10]12[CH2:12][C:8]([NH2:7])([CH2:11]1)[CH2:9]2)([CH3:16])([CH3:15])[CH3:14]. (4) Given the reactants C[O:2][C:3]([C:5]1([C:9]2[CH:14]=[CH:13][C:12]([NH:15][C:16]3[N:21]=[C:20]([NH:22][C@@H:23]([C:26]4[CH:31]=[CH:30][CH:29]=[CH:28][CH:27]=4)[CH2:24][OH:25])[CH:19]=[C:18]([C:32]4[CH:37]=[CH:36][CH:35]=[CH:34][CH:33]=4)[N:17]=3)=[CH:11][CH:10]=2)[CH2:8][CH2:7][CH2:6]1)=[O:4].[OH-].[Na+], predict the reaction product. The product is: [OH:25][CH2:24][C@@H:23]([NH:22][C:20]1[CH:19]=[C:18]([C:32]2[CH:37]=[CH:36][CH:35]=[CH:34][CH:33]=2)[N:17]=[C:16]([NH:15][C:12]2[CH:11]=[CH:10][C:9]([C:5]3([C:3]([OH:4])=[O:2])[CH2:8][CH2:7][CH2:6]3)=[CH:14][CH:13]=2)[N:21]=1)[C:26]1[CH:31]=[CH:30][CH:29]=[CH:28][CH:27]=1. (5) The product is: [C:3]([O-:5])(=[O:4])[CH3:2].[NH4+:10].[F:27][C:28]1[C:29]2[N:30]([N:46]=[C:47]([C:53]3[CH:54]=[CH:55][C:56]([F:59])=[CH:57][CH:58]=3)[C:48]=2[C:49]([NH:50][CH3:51])=[O:52])[CH:31]=[CH:32][C:33]=1[C:34]1[CH:42]=[C:38]([C:39](=[O:40])[NH:17][C:14]2([C:12]3[O:11][N:10]=[C:9]([CH3:8])[N:13]=3)[CH2:16][CH2:15]2)[C:37]([O:43][CH3:44])=[CH:36][C:35]=1[CH3:45]. Given the reactants F[C:2](F)(F)[C:3]([O-:5])=[O:4].[CH3:8][C:9]1[N:13]=[C:12]([C:14]2([NH3+:17])[CH2:16][CH2:15]2)[O:11][N:10]=1.C(N(C(C)C)CC)(C)C.[F:27][C:28]1[C:29]2[N:30]([N:46]=[C:47]([C:53]3[CH:58]=[CH:57][C:56]([F:59])=[CH:55][CH:54]=3)[C:48]=2[C:49](=[O:52])[NH:50][CH3:51])[CH:31]=[CH:32][C:33]=1[C:34]1[C:35]([CH3:45])=[CH:36][C:37]([O:43][CH3:44])=[C:38]([CH:42]=1)[C:39](O)=[O:40].CN(C(ON1N=NC2C=CC=NC1=2)=[N+](C)C)C.F[P-](F)(F)(F)(F)F, predict the reaction product.